The task is: Regression. Given a peptide amino acid sequence and an MHC pseudo amino acid sequence, predict their binding affinity value. This is MHC class I binding data.. This data is from Peptide-MHC class I binding affinity with 185,985 pairs from IEDB/IMGT. (1) The peptide sequence is IQMSSGNLLF. The MHC is HLA-A23:01 with pseudo-sequence HLA-A23:01. The binding affinity (normalized) is 0.635. (2) The peptide sequence is SLVKESMASL. The MHC is HLA-A68:02 with pseudo-sequence HLA-A68:02. The binding affinity (normalized) is 0.170. (3) The peptide sequence is YPASLHKFF. The MHC is HLA-A69:01 with pseudo-sequence HLA-A69:01. The binding affinity (normalized) is 0.0847. (4) The peptide sequence is FANNGFTLV. The MHC is HLA-A68:02 with pseudo-sequence HLA-A68:02. The binding affinity (normalized) is 0.758. (5) The peptide sequence is YMTSMKRFK. The MHC is HLA-A03:01 with pseudo-sequence HLA-A03:01. The binding affinity (normalized) is 0.372. (6) The binding affinity (normalized) is 0.213. The MHC is HLA-A66:01 with pseudo-sequence HLA-A66:01. The peptide sequence is MLNRYKLIY. (7) The peptide sequence is MMQTYTGAL. The MHC is BoLA-T2b with pseudo-sequence BoLA-T2b. The binding affinity (normalized) is 0.206.